The task is: Regression. Given two drug SMILES strings and cell line genomic features, predict the synergy score measuring deviation from expected non-interaction effect.. This data is from NCI-60 drug combinations with 297,098 pairs across 59 cell lines. (1) Drug 1: CC1=C(C=C(C=C1)NC2=NC=CC(=N2)N(C)C3=CC4=NN(C(=C4C=C3)C)C)S(=O)(=O)N.Cl. Drug 2: COC1=CC(=CC(=C1O)OC)C2C3C(COC3=O)C(C4=CC5=C(C=C24)OCO5)OC6C(C(C7C(O6)COC(O7)C8=CC=CS8)O)O. Cell line: MDA-MB-435. Synergy scores: CSS=-1.39, Synergy_ZIP=0.108, Synergy_Bliss=-3.26, Synergy_Loewe=-18.5, Synergy_HSA=-7.51. (2) Drug 1: CCC1(CC2CC(C3=C(CCN(C2)C1)C4=CC=CC=C4N3)(C5=C(C=C6C(=C5)C78CCN9C7C(C=CC9)(C(C(C8N6C)(C(=O)OC)O)OC(=O)C)CC)OC)C(=O)OC)O.OS(=O)(=O)O. Drug 2: CC1CCCC2(C(O2)CC(NC(=O)CC(C(C(=O)C(C1O)C)(C)C)O)C(=CC3=CSC(=N3)C)C)C. Cell line: NCI-H322M. Synergy scores: CSS=31.1, Synergy_ZIP=2.47, Synergy_Bliss=1.74, Synergy_Loewe=-4.49, Synergy_HSA=1.69. (3) Drug 1: C1CN1C2=NC(=NC(=N2)N3CC3)N4CC4. Drug 2: C1C(C(OC1N2C=NC(=NC2=O)N)CO)O. Cell line: HT29. Synergy scores: CSS=19.7, Synergy_ZIP=0.955, Synergy_Bliss=10.6, Synergy_Loewe=7.48, Synergy_HSA=9.64. (4) Drug 1: C1=CC(=CC=C1CC(C(=O)O)N)N(CCCl)CCCl.Cl. Drug 2: C1=CN(C(=O)N=C1N)C2C(C(C(O2)CO)O)O.Cl. Cell line: 786-0. Synergy scores: CSS=42.1, Synergy_ZIP=-10.5, Synergy_Bliss=-4.57, Synergy_Loewe=-16.6, Synergy_HSA=-3.49. (5) Drug 1: CS(=O)(=O)CCNCC1=CC=C(O1)C2=CC3=C(C=C2)N=CN=C3NC4=CC(=C(C=C4)OCC5=CC(=CC=C5)F)Cl. Drug 2: CCC1(CC2CC(C3=C(CCN(C2)C1)C4=CC=CC=C4N3)(C5=C(C=C6C(=C5)C78CCN9C7C(C=CC9)(C(C(C8N6C)(C(=O)OC)O)OC(=O)C)CC)OC)C(=O)OC)O.OS(=O)(=O)O. Cell line: COLO 205. Synergy scores: CSS=10.5, Synergy_ZIP=0.904, Synergy_Bliss=5.21, Synergy_Loewe=-0.475, Synergy_HSA=3.40. (6) Drug 1: CCC1(CC2CC(C3=C(CCN(C2)C1)C4=CC=CC=C4N3)(C5=C(C=C6C(=C5)C78CCN9C7C(C=CC9)(C(C(C8N6C=O)(C(=O)OC)O)OC(=O)C)CC)OC)C(=O)OC)O.OS(=O)(=O)O. Drug 2: C1=NC2=C(N=C(N=C2N1C3C(C(C(O3)CO)O)F)Cl)N. Cell line: NCI-H226. Synergy scores: CSS=0.230, Synergy_ZIP=-0.147, Synergy_Bliss=0.908, Synergy_Loewe=-1.66, Synergy_HSA=-1.04. (7) Drug 1: CS(=O)(=O)C1=CC(=C(C=C1)C(=O)NC2=CC(=C(C=C2)Cl)C3=CC=CC=N3)Cl. Drug 2: C1=CC=C(C(=C1)C(C2=CC=C(C=C2)Cl)C(Cl)Cl)Cl. Cell line: U251. Synergy scores: CSS=5.00, Synergy_ZIP=-2.29, Synergy_Bliss=0.589, Synergy_Loewe=-1.15, Synergy_HSA=0.955. (8) Drug 1: CNC(=O)C1=NC=CC(=C1)OC2=CC=C(C=C2)NC(=O)NC3=CC(=C(C=C3)Cl)C(F)(F)F. Drug 2: CN(C(=O)NC(C=O)C(C(C(CO)O)O)O)N=O. Cell line: HCC-2998. Synergy scores: CSS=-1.66, Synergy_ZIP=6.68, Synergy_Bliss=6.12, Synergy_Loewe=4.55, Synergy_HSA=-2.25. (9) Drug 1: CNC(=O)C1=NC=CC(=C1)OC2=CC=C(C=C2)NC(=O)NC3=CC(=C(C=C3)Cl)C(F)(F)F. Drug 2: C(CCl)NC(=O)N(CCCl)N=O. Cell line: SW-620. Synergy scores: CSS=-2.38, Synergy_ZIP=6.34, Synergy_Bliss=0.893, Synergy_Loewe=-17.1, Synergy_HSA=-10.8. (10) Drug 1: CC1C(C(=O)NC(C(=O)N2CCCC2C(=O)N(CC(=O)N(C(C(=O)O1)C(C)C)C)C)C(C)C)NC(=O)C3=C4C(=C(C=C3)C)OC5=C(C(=O)C(=C(C5=N4)C(=O)NC6C(OC(=O)C(N(C(=O)CN(C(=O)C7CCCN7C(=O)C(NC6=O)C(C)C)C)C)C(C)C)C)N)C. Drug 2: C1=NC(=NC(=O)N1C2C(C(C(O2)CO)O)O)N. Cell line: NCIH23. Synergy scores: CSS=3.91, Synergy_ZIP=-1.95, Synergy_Bliss=0.987, Synergy_Loewe=-1.72, Synergy_HSA=-1.44.